From a dataset of Catalyst prediction with 721,799 reactions and 888 catalyst types from USPTO. Predict which catalyst facilitates the given reaction. (1) Reactant: O.[SH-].[Na+].[CH3:4][C:5]1([CH3:14])[O:9][N:8]=[C:7]([S:10]([CH3:13])(=O)=O)[CH2:6]1.C(=O)([O-])[O-].[K+].[K+].C(S([O-])=O)O.[Na+].BrC[C:29]1[C:30]([C:35]([F:38])([F:37])[F:36])=[N:31][O:32][C:33]=1[CH3:34]. Product: [CH3:4][C:5]1([CH3:14])[O:9][N:8]=[C:7]([S:10][CH2:13][C:29]2[C:30]([C:35]([F:38])([F:37])[F:36])=[N:31][O:32][C:33]=2[CH3:34])[CH2:6]1. The catalyst class is: 35. (2) Reactant: F[C:2]1[CH:3]=[CH:4][C:5]([N+:19]([O-:21])=[O:20])=[C:6]([NH:8][CH:9]([C:11]2[CH:16]=[C:15]([CH3:17])[CH:14]=[C:13]([CH3:18])[CH:12]=2)[CH3:10])[CH:7]=1.[N:22]1([C:28]([O:30][C:31]([CH3:34])([CH3:33])[CH3:32])=[O:29])[CH2:27][CH2:26][NH:25][CH2:24][CH2:23]1.C(N(CC)C(C)C)(C)C. Product: [CH3:18][C:13]1[CH:12]=[C:11]([CH:9]([NH:8][C:6]2[CH:7]=[C:2]([N:25]3[CH2:24][CH2:23][N:22]([C:28]([O:30][C:31]([CH3:34])([CH3:33])[CH3:32])=[O:29])[CH2:27][CH2:26]3)[CH:3]=[CH:4][C:5]=2[N+:19]([O-:21])=[O:20])[CH3:10])[CH:16]=[C:15]([CH3:17])[CH:14]=1. The catalyst class is: 10. (3) Reactant: [C:1]([Br:5])(Br)(Br)[Br:2].C1(P(C2C=CC=CC=2)C2C=CC=CC=2)C=CC=CC=1.[OH:25][C:26]1[CH:27]=[C:28]([CH:31]=[CH:32][C:33]=1[O:34][CH3:35])[CH:29]=O.O. Product: [Br:2][C:1]([Br:5])=[CH:29][C:28]1[CH:31]=[CH:32][C:33]([O:34][CH3:35])=[C:26]([OH:25])[CH:27]=1. The catalyst class is: 4. (4) Reactant: C(O)[C@H]1O[C@@H]2O[C@H]3[C@H](O)[C@@H](O)[C@@H](O[C@H]4[C@H](O)[C@@H](O)[C@@H](O[C@H]5[C@H](O)[C@@H](O)[C@@H](O[C@H]6[C@H](O)[C@@H](O)[C@@H](O[C@H]7[C@H](O)[C@@H](O)[C@@H](O[C@H]8[C@H](O)[C@@H](O)[C@@H](O[C@H]1[C@H](O)[C@H]2O)O[C@@H]8CO)O[C@@H]7CO)O[C@@H]6CO)O[C@@H]5CO)O[C@@H]4CO)O[C@@H]3CO.[Cl:78][C:79]1[CH:84]=[C:83]([Cl:85])[CH:82]=[CH:81][C:80]=1[C:86](=O)[CH2:87][C:88]#[N:89].C1C(=O)N(Br)C(=O)C1.[NH2:99][C:100]([NH2:102])=[S:101]. Product: [NH2:102][C:100]1[S:101][C:87]([C:88]#[N:89])=[C:86]([C:80]2[CH:81]=[CH:82][C:83]([Cl:85])=[CH:84][C:79]=2[Cl:78])[N:99]=1. The catalyst class is: 283. (5) Reactant: C(O)C.C([O:11][CH2:12][CH2:13][CH2:14][O:15][C:16]1[CH:25]=[C:24]2[C:19]([CH2:20][CH2:21][C:22]([CH2:31][CH3:32])([C:26]([O:28][CH2:29][CH3:30])=[O:27])[O:23]2)=[CH:18][CH:17]=1)C1C=CC=CC=1. Product: [OH:11][CH2:12][CH2:13][CH2:14][O:15][C:16]1[CH:25]=[C:24]2[C:19]([CH2:20][CH2:21][C:22]([CH2:31][CH3:32])([C:26]([O:28][CH2:29][CH3:30])=[O:27])[O:23]2)=[CH:18][CH:17]=1. The catalyst class is: 386. (6) Reactant: NC(N)=N.[N+]([O-])(O)=O.NC(N)=N.C([O:16][CH:17]1[C:18]([O:72][CH:73]([O:75][CH2:76][CH3:77])[CH3:74])([CH3:71])[CH2:19][CH2:20][CH:21]([O:63][Si:64]([CH2:69][CH3:70])([CH2:67][CH3:68])[CH2:65][CH3:66])[CH2:22][C:23]([O:25][CH:26](/[C:31](/[CH3:62])=[CH:32]/[CH:33]=[CH:34]/[C:35]([CH3:61])([O:53][Si:54]([CH2:59][CH3:60])([CH2:57][CH3:58])[CH2:55][CH3:56])[CH2:36][CH:37]2[O:52][CH:38]2[CH:39]([CH3:51])[CH:40]([O:43][Si:44]([CH2:49][CH3:50])([CH2:47][CH3:48])[CH2:45][CH3:46])[CH2:41][CH3:42])[CH:27]([CH3:30])[CH:28]=[CH:29]1)=[O:24])(=O)C.COC(C)(C)C.[Cl-].[NH4+]. Product: [CH2:76]([O:75][CH:73]([O:72][C:18]1([CH3:71])[CH:17]([OH:16])[CH:29]=[CH:28][CH:27]([CH3:30])[CH:26](/[C:31](/[CH3:62])=[CH:32]/[CH:33]=[CH:34]/[C:35]([CH3:61])([O:53][Si:54]([CH2:59][CH3:60])([CH2:57][CH3:58])[CH2:55][CH3:56])[CH2:36][CH:37]2[O:52][CH:38]2[CH:39]([CH3:51])[CH:40]([O:43][Si:44]([CH2:45][CH3:46])([CH2:49][CH3:50])[CH2:47][CH3:48])[CH2:41][CH3:42])[O:25][C:23](=[O:24])[CH2:22][CH:21]([O:63][Si:64]([CH2:69][CH3:70])([CH2:67][CH3:68])[CH2:65][CH3:66])[CH2:20][CH2:19]1)[CH3:74])[CH3:77]. The catalyst class is: 5. (7) Reactant: FC(F)(F)C(O)=O.[NH2:8][S:9]([C:12]1[CH:17]=[CH:16][C:15]([N:18]2[C:22]([C:23]3[CH:28]=[CH:27][C:26]([CH3:29])=[CH:25][CH:24]=3)=[CH:21][C:20]([NH:30]C(OC(C)(C)C)=O)=[N:19]2)=[CH:14][CH:13]=1)(=[O:11])=[O:10].C(OCC)(=O)C.C(=O)(O)[O-].[Na+]. Product: [NH2:30][C:20]1[CH:21]=[C:22]([C:23]2[CH:24]=[CH:25][C:26]([CH3:29])=[CH:27][CH:28]=2)[N:18]([C:15]2[CH:16]=[CH:17][C:12]([S:9]([NH2:8])(=[O:10])=[O:11])=[CH:13][CH:14]=2)[N:19]=1. The catalyst class is: 22.